Task: Predict the product of the given reaction.. Dataset: Forward reaction prediction with 1.9M reactions from USPTO patents (1976-2016) (1) Given the reactants [H-].[Na+].O1[C:7]2[CH:8]=[CH:9][CH:10]=[CH:11][C:6]=2[N:5]=[C:4]1[N:12]([C:24]1[CH:29]=[CH:28][CH:27]=[CH:26][N:25]=1)[CH2:13][CH2:14][CH2:15][CH2:16][CH2:17][CH2:18][C:19](OCC)=O.[CH2:30]([O:32][C:33](=[O:42])CCCCCCCI)[CH3:31].O.[CH3:44][N:45](C=O)C, predict the reaction product. The product is: [CH3:44][N:45]1[C:7]2[CH:8]=[CH:9][CH:10]=[CH:11][C:6]=2[N:5]=[C:4]1[N:12]([C:24]1[CH:29]=[CH:28][CH:27]=[CH:26][N:25]=1)[CH2:13][CH2:14][CH2:15][CH2:16][CH2:17][CH2:18][CH2:19][C:33]([O:32][CH2:30][CH3:31])=[O:42]. (2) Given the reactants [H-].[H-].[H-].[H-].[Li+].[Al+3].[F:7][C:8]1[C:9]([OH:18])=[C:10]([CH:14]=[CH:15][C:16]=1[F:17])[C:11](O)=[O:12], predict the reaction product. The product is: [F:7][C:8]1[C:16]([F:17])=[CH:15][CH:14]=[C:10]([CH2:11][OH:12])[C:9]=1[OH:18]. (3) Given the reactants [C:1]([O:5][C:6](=[O:16])[CH:7]([NH2:15])[CH2:8][C:9]1[CH:14]=[CH:13][CH:12]=[CH:11][CH:10]=1)([CH3:4])([CH3:3])[CH3:2].[Br:17][C:18]1[CH:22]=[CH:21][S:20][C:19]=1[CH:23]=O.C([BH3-])#N.[Na+].C(=O)(O)[O-].[Na+], predict the reaction product. The product is: [C:1]([O:5][C:6](=[O:16])[CH:7]([NH:15][CH2:23][C:19]1[S:20][CH:21]=[CH:22][C:18]=1[Br:17])[CH2:8][C:9]1[CH:14]=[CH:13][CH:12]=[CH:11][CH:10]=1)([CH3:4])([CH3:2])[CH3:3]. (4) Given the reactants [NH2:1][C:2]1[S:3][C:4]([CH3:7])=[CH:5][N:6]=1.Br[CH2:9][CH2:10][O:11][CH3:12], predict the reaction product. The product is: [NH4+:1].[OH-:11].[CH3:12][O:11][CH2:10][CH2:9][N:6]1[CH:5]=[C:4]([CH3:7])[S:3][C:2]1=[NH:1].